This data is from TCR-epitope binding with 47,182 pairs between 192 epitopes and 23,139 TCRs. The task is: Binary Classification. Given a T-cell receptor sequence (or CDR3 region) and an epitope sequence, predict whether binding occurs between them. (1) The epitope is LSDDAVVCFNSTY. The TCR CDR3 sequence is CASSHDRTNEQFF. Result: 1 (the TCR binds to the epitope). (2) The epitope is RLRPGGKKK. The TCR CDR3 sequence is CASSLDPELQETQYF. Result: 0 (the TCR does not bind to the epitope). (3) The epitope is IQYIDIGNY. The TCR CDR3 sequence is CSARQGNQPQHF. Result: 1 (the TCR binds to the epitope). (4) The epitope is KLGGALQAK. The TCR CDR3 sequence is CASSFYGTQETQYF. Result: 1 (the TCR binds to the epitope). (5) The epitope is YFPLQSYGF. The TCR CDR3 sequence is CASSWYRGRSTEAFF. Result: 1 (the TCR binds to the epitope). (6) The epitope is RTLNAWVKV. The TCR CDR3 sequence is CSVSQSYGYTF. Result: 1 (the TCR binds to the epitope). (7) The epitope is EEHVQIHTI. The TCR CDR3 sequence is CASSPTPGTSGRVNEQFF. Result: 0 (the TCR does not bind to the epitope).